From a dataset of Forward reaction prediction with 1.9M reactions from USPTO patents (1976-2016). Predict the product of the given reaction. (1) Given the reactants Br[C:2]1[CH:3]=[C:4]2[C:8](=[CH:9][C:10]=1[Cl:11])[NH:7][N:6]=[C:5]2[C:12]([OH:14])=[O:13].CC1(C)C(C)(C)OB([C:23]2[CH:28]=[CH:27][C:26]([C:29]([OH:32])([CH3:31])[CH3:30])=[CH:25][CH:24]=2)O1.C(=O)([O-])[O-].[K+].[K+], predict the reaction product. The product is: [Cl:11][C:10]1[CH:9]=[C:8]2[C:4]([C:5]([C:12]([OH:14])=[O:13])=[N:6][NH:7]2)=[CH:3][C:2]=1[C:23]1[CH:28]=[CH:27][C:26]([C:29]([OH:32])([CH3:31])[CH3:30])=[CH:25][CH:24]=1. (2) The product is: [CH2:21]([O:23][C:24]1[CH:31]=[CH:30][CH:29]=[CH:28][C:25]=1[CH2:26][N:8]1[CH2:9][C:5]2[C:4]([NH:10][C:11]3[CH:12]=[N:13][C:14]4[C:19]([CH:20]=3)=[CH:18][CH:17]=[CH:16][CH:15]=4)=[N:3][CH:2]=[N:1][C:6]=2[CH2:7]1)[CH3:22]. Given the reactants [N:1]1[C:6]2[CH2:7][NH:8][CH2:9][C:5]=2[C:4]([NH:10][C:11]2[CH:12]=[N:13][C:14]3[C:19]([CH:20]=2)=[CH:18][CH:17]=[CH:16][CH:15]=3)=[N:3][CH:2]=1.[CH2:21]([O:23][C:24]1[CH:31]=[CH:30][CH:29]=[CH:28][C:25]=1[CH:26]=O)[CH3:22].ClCCCl.CO.C(O[BH-](OC(=O)C)OC(=O)C)(=O)C.[Na+], predict the reaction product. (3) Given the reactants [F:1][C:2]1[CH:7]=[CH:6][C:5]([C:8]2[CH:13]=[CH:12][CH:11]=[CH:10][CH:9]=2)=[CH:4][CH:3]=1.[Al+3].[Cl-].[Cl-].[Cl-].[N+](C1C=CC=CC=1)([O-])=O.[C:27](Cl)(=[O:29])[CH3:28].Cl, predict the reaction product. The product is: [F:1][C:2]1[CH:3]=[CH:4][C:5]([C:8]2[CH:13]=[CH:12][C:11]([C:27](=[O:29])[CH3:28])=[CH:10][CH:9]=2)=[CH:6][CH:7]=1. (4) Given the reactants [Br:1][C:2]1[CH:3]=[C:4]([CH:9]=[CH:10][C:11]=1[CH3:12])[C:5]([O:7][CH3:8])=[O:6].[Br:13]N1C(=O)CCC1=O.N(C(C)(C)C#N)=NC(C)(C)C#N, predict the reaction product. The product is: [Br:1][C:2]1[CH:3]=[C:4]([CH:9]=[CH:10][C:11]=1[CH2:12][Br:13])[C:5]([O:7][CH3:8])=[O:6]. (5) Given the reactants CN(C)/[CH:3]=[CH:4]/[C:5]([C:7]1[C:12](=[O:13])[CH:11]=[CH:10][N:9]([C:14]2[CH:19]=[CH:18][C:17]([O:20][C:21]([F:24])([F:23])[F:22])=[CH:16][CH:15]=2)[N:8]=1)=O.[CH:26]1[C:35]2[C:30](=[CH:31][CH:32]=[CH:33][CH:34]=2)[C:29]([NH:36][NH2:37])=[CH:28][N:27]=1, predict the reaction product. The product is: [CH:26]1[C:35]2[C:30](=[CH:31][CH:32]=[CH:33][CH:34]=2)[C:29]([N:36]2[C:5]([C:7]3[C:12](=[O:13])[CH:11]=[CH:10][N:9]([C:14]4[CH:15]=[CH:16][C:17]([O:20][C:21]([F:22])([F:24])[F:23])=[CH:18][CH:19]=4)[N:8]=3)=[CH:4][CH:3]=[N:37]2)=[CH:28][N:27]=1. (6) Given the reactants [C:1]1([SiH3])[CH:6]=[CH:5][CH:4]=[CH:3]C=1.[CH3:8][C:9]([O:12][C:13](/[N:15]=[N:16]/[C:17]([O:19][C:20]([CH3:23])([CH3:22])[CH3:21])=[O:18])=[O:14])([CH3:11])[CH3:10].C123CC1(C2)C3, predict the reaction product. The product is: [C:4]12([N:15]([C:13]([O:12][C:9]([CH3:11])([CH3:10])[CH3:8])=[O:14])[NH:16][C:17]([O:19][C:20]([CH3:21])([CH3:22])[CH3:23])=[O:18])[CH2:3][CH:6]([CH2:5]1)[CH2:1]2. (7) Given the reactants [CH2:1]([O:8][C:9]1[CH:14]=[CH:13][C:12](Br)=[C:11]([CH3:16])[CH:10]=1)[C:2]1[CH:7]=[CH:6][CH:5]=[CH:4][CH:3]=1.[C:17]1(=[O:23])[O:22][C:20](=[O:21])[CH2:19][CH2:18]1, predict the reaction product. The product is: [CH2:1]([O:8][C:9]1[CH:14]=[CH:13][C:12]([C:17](=[O:23])[CH2:18][CH2:19][C:20]([OH:22])=[O:21])=[C:11]([CH3:16])[CH:10]=1)[C:2]1[CH:7]=[CH:6][CH:5]=[CH:4][CH:3]=1.